Regression. Given two drug SMILES strings and cell line genomic features, predict the synergy score measuring deviation from expected non-interaction effect. From a dataset of NCI-60 drug combinations with 297,098 pairs across 59 cell lines. (1) Drug 1: C1=CC(=CC=C1CCC2=CNC3=C2C(=O)NC(=N3)N)C(=O)NC(CCC(=O)O)C(=O)O. Drug 2: C(CC(=O)O)C(=O)CN.Cl. Cell line: NCIH23. Synergy scores: CSS=11.4, Synergy_ZIP=-3.71, Synergy_Bliss=-1.02, Synergy_Loewe=-0.248, Synergy_HSA=-0.0434. (2) Drug 1: CC(C1=C(C=CC(=C1Cl)F)Cl)OC2=C(N=CC(=C2)C3=CN(N=C3)C4CCNCC4)N. Drug 2: C1C(C(OC1N2C=NC3=C2NC=NCC3O)CO)O. Cell line: NCI-H460. Synergy scores: CSS=5.58, Synergy_ZIP=1.70, Synergy_Bliss=7.64, Synergy_Loewe=2.87, Synergy_HSA=7.52. (3) Drug 2: CN(C(=O)NC(C=O)C(C(C(CO)O)O)O)N=O. Drug 1: CN(C)N=NC1=C(NC=N1)C(=O)N. Cell line: SK-MEL-28. Synergy scores: CSS=-2.88, Synergy_ZIP=-0.970, Synergy_Bliss=-3.67, Synergy_Loewe=-5.13, Synergy_HSA=-4.96. (4) Drug 1: COC1=NC(=NC2=C1N=CN2C3C(C(C(O3)CO)O)O)N. Drug 2: CCC1(C2=C(COC1=O)C(=O)N3CC4=CC5=C(C=CC(=C5CN(C)C)O)N=C4C3=C2)O.Cl. Cell line: SK-OV-3. Synergy scores: CSS=16.6, Synergy_ZIP=-3.50, Synergy_Bliss=3.47, Synergy_Loewe=-27.4, Synergy_HSA=-0.844. (5) Drug 1: CS(=O)(=O)CCNCC1=CC=C(O1)C2=CC3=C(C=C2)N=CN=C3NC4=CC(=C(C=C4)OCC5=CC(=CC=C5)F)Cl. Drug 2: CN(CC1=CN=C2C(=N1)C(=NC(=N2)N)N)C3=CC=C(C=C3)C(=O)NC(CCC(=O)O)C(=O)O. Cell line: EKVX. Synergy scores: CSS=6.47, Synergy_ZIP=-3.15, Synergy_Bliss=-1.35, Synergy_Loewe=-6.77, Synergy_HSA=-3.39. (6) Drug 1: CC12CCC(CC1=CCC3C2CCC4(C3CC=C4C5=CN=CC=C5)C)O. Drug 2: CN(CC1=CN=C2C(=N1)C(=NC(=N2)N)N)C3=CC=C(C=C3)C(=O)NC(CCC(=O)O)C(=O)O. Cell line: MCF7. Synergy scores: CSS=18.1, Synergy_ZIP=-8.95, Synergy_Bliss=-4.99, Synergy_Loewe=-11.3, Synergy_HSA=-3.33.